Predict which catalyst facilitates the given reaction. From a dataset of Catalyst prediction with 721,799 reactions and 888 catalyst types from USPTO. (1) Reactant: Cl.[NH2:2][C:3]1[CH:8]=[C:7]([CH2:9][CH2:10][C:11](O)=[O:12])[CH:6]=[CH:5][N:4]=1.[H-].[Al+3].[Li+].[H-].[H-].[H-]. Product: [NH2:2][C:3]1[CH:8]=[C:7]([CH2:9][CH2:10][CH2:11][OH:12])[CH:6]=[CH:5][N:4]=1. The catalyst class is: 1. (2) Reactant: C(O[BH-](OC(=O)C)OC(=O)C)(=O)C.[Na+].[NH2:15][C:16]1[CH:17]=[C:18]([C:22]2[CH:27]=[CH:26][CH:25]=[C:24]([CH2:28][NH:29][C:30](=[O:36])[O:31][C:32]([CH3:35])([CH3:34])[CH3:33])[CH:23]=2)[CH:19]=[CH:20][CH:21]=1.[CH:37]([C:39]1[CH:44]=[CH:43][CH:42]=[CH:41][C:40]=1[CH2:45][C:46]([O:48][CH3:49])=[O:47])=O. Product: [C:32]([O:31][C:30]([NH:29][CH2:28][C:24]1[CH:23]=[C:22]([C:18]2[CH:19]=[CH:20][CH:21]=[C:16]([NH:15][CH2:37][C:39]3[CH:44]=[CH:43][CH:42]=[CH:41][C:40]=3[CH2:45][C:46]([O:48][CH3:49])=[O:47])[CH:17]=2)[CH:27]=[CH:26][CH:25]=1)=[O:36])([CH3:33])([CH3:35])[CH3:34]. The catalyst class is: 26. (3) Reactant: [Br:1][C:2]1[CH:10]=[CH:9][C:5]([C:6]([OH:8])=O)=[CH:4][C:3]=1[F:11].Cl.C(N=C=NCCCN(C)C)C.ON1C2C=CC=CC=2N=N1.[C:34]([O:38][C:39]([N:41]1[CH2:46][CH2:45][NH:44][CH2:43][CH2:42]1)=[O:40])([CH3:37])([CH3:36])[CH3:35].[OH-].[Na+]. Product: [C:34]([O:38][C:39]([N:41]1[CH2:46][CH2:45][N:44]([C:6](=[O:8])[C:5]2[CH:9]=[CH:10][C:2]([Br:1])=[C:3]([F:11])[CH:4]=2)[CH2:43][CH2:42]1)=[O:40])([CH3:37])([CH3:35])[CH3:36]. The catalyst class is: 355. (4) Reactant: C(O[BH-](OC(=O)C)OC(=O)C)(=O)C.[Na+].[NH2:15][C@H:16]([CH:24]([CH3:26])[CH3:25])[C:17]([N:19]1[CH2:23][CH2:22][CH2:21][CH2:20]1)=[O:18].[CH:27]([C:29]1[CH:34]=[CH:33][N:32]=[C:31]2[N:35]([C:42]([O:44][C:45]([CH3:48])([CH3:47])[CH3:46])=[O:43])[CH:36]=[C:37]([C:38]([O:40][CH3:41])=[O:39])[C:30]=12)=O. Product: [CH3:25][CH:24]([CH3:26])[C@@H:16]([NH:15][CH2:27][C:29]1[CH:34]=[CH:33][N:32]=[C:31]2[N:35]([C:42]([O:44][C:45]([CH3:48])([CH3:47])[CH3:46])=[O:43])[CH:36]=[C:37]([C:38]([O:40][CH3:41])=[O:39])[C:30]=12)[C:17](=[O:18])[N:19]1[CH2:23][CH2:22][CH2:21][CH2:20]1. The catalyst class is: 478. (5) The catalyst class is: 24. Product: [CH:1]1[C:10]2[C:5](=[CH:6][CH:7]=[CH:8][CH:9]=2)[CH:4]=[CH:3][C:2]=1[S:11]([CH:14]([CH3:21])[CH2:15][CH2:16][C:17]([OH:19])=[O:18])(=[O:13])=[O:12]. Reactant: [CH:1]1[C:10]2[C:5](=[CH:6][CH:7]=[CH:8][CH:9]=2)[CH:4]=[CH:3][C:2]=1[S:11]([CH:14]([CH3:21])[CH2:15][CH2:16][C:17]([O:19]C)=[O:18])(=[O:13])=[O:12].C1COCC1.[OH-].[Li+].Cl. (6) Reactant: [CH:1]([S:4](Cl)(=[O:6])=[O:5])([CH3:3])[CH3:2].[NH2:8][C@H:9]1[CH2:14][CH2:13][C@H:12]([CH2:15][NH:16][C:17]([O:19][C:20]([CH3:23])([CH3:22])[CH3:21])=[O:18])[CH2:11][CH2:10]1.[OH-].[Na+]. Product: [C:20]([O:19][C:17]([NH:16][CH2:15][C@H:12]1[CH2:11][CH2:10][C@H:9]([NH:8][S:4]([CH:1]([CH3:3])[CH3:2])(=[O:6])=[O:5])[CH2:14][CH2:13]1)=[O:18])([CH3:23])([CH3:21])[CH3:22]. The catalyst class is: 28.